Dataset: Forward reaction prediction with 1.9M reactions from USPTO patents (1976-2016). Task: Predict the product of the given reaction. Given the reactants ClC1N=C(NNCC#C)N=C(NNCCC)N=1.[CH2:18]([NH2:22])[CH2:19][CH2:20][CH3:21].CN(C)[C:25]1[N:30]=[C:29]([NH:31][CH2:32][CH2:33][CH3:34])[N:28]=[C:27]([NH:35][CH2:36][C:37]#[CH:38])[N:26]=1, predict the reaction product. The product is: [CH2:18]([NH:22][C:25]1[N:26]=[C:27]([NH:35][CH2:36][CH2:37][CH3:38])[N:28]=[C:29]([NH:31][CH2:32][C:33]#[CH:34])[N:30]=1)[CH2:19][CH2:20][CH3:21].